From a dataset of Reaction yield outcomes from USPTO patents with 853,638 reactions. Predict the reaction yield, written as a fraction of the theoretical maximum amount of product (1.0 means a 100% yield; for example, 0.34 means a 34% yield). The reactants are [Li+].C[Si]([N-][Si](C)(C)C)(C)C.[C:11]([O:20]CC)(=[O:19])[CH2:12][CH2:13][C:14]([O:16]CC)=O.[CH:23]1([NH:28][C:29]2[C:34]([CH:35]=O)=[CH:33][N:32]=[C:31]([S:37][CH3:38])[N:30]=2)[CH2:27][CH2:26][CH2:25][CH2:24]1.Cl. The product is [CH:23]1([N:28]2[C:29]3[N:30]=[C:31]([S:37][CH3:38])[N:32]=[CH:33][C:34]=3[CH:35]=[C:13]([CH2:12][C:11]([OH:20])=[O:19])[C:14]2=[O:16])[CH2:24][CH2:25][CH2:26][CH2:27]1. The catalyst is C1COCC1.C(OCC)(=O)C.O. The yield is 0.630.